The task is: Predict the reaction yield, written as a fraction of the theoretical maximum amount of product (1.0 means a 100% yield; for example, 0.34 means a 34% yield).. This data is from Reaction yield outcomes from USPTO patents with 853,638 reactions. (1) The reactants are BrC1C=CC(C([O:8][C@@H:9]2[C:13]3[N:14]=[CH:15][N:16]=[C:17]([N:18]4[CH2:23][CH2:22][N:21]([C:24]([O:26][C:27]([CH3:30])([CH3:29])[CH3:28])=[O:25])[CH2:20][CH2:19]4)[C:12]=3[C@H:11]([CH3:31])[CH2:10]2)=O)=CC=1.O.O.[OH-].[Li+]. The catalyst is C1COCC1. The product is [OH:8][C@@H:9]1[C:13]2[N:14]=[CH:15][N:16]=[C:17]([N:18]3[CH2:23][CH2:22][N:21]([C:24]([O:26][C:27]([CH3:30])([CH3:29])[CH3:28])=[O:25])[CH2:20][CH2:19]3)[C:12]=2[C@H:11]([CH3:31])[CH2:10]1. The yield is 1.00. (2) The reactants are [O:1]=[C:2]1[C@@H:6]2[CH2:7][N:8]([C:10]([O:12][CH2:13][C:14]3[CH:19]=[CH:18][CH:17]=[CH:16][CH:15]=3)=[O:11])[CH2:9][C@@H:5]2[CH2:4][CH2:3]1.[BH4-].[Li+]. The catalyst is C1COCC1. The product is [OH:1][CH:2]1[C@@H:6]2[CH2:7][N:8]([C:10]([O:12][CH2:13][C:14]3[CH:19]=[CH:18][CH:17]=[CH:16][CH:15]=3)=[O:11])[CH2:9][C@@H:5]2[CH2:4][CH2:3]1. The yield is 0.990. (3) The reactants are [CH2:1]([O:3][C:4]([C:6]1[S:10][C:9]([NH2:11])=[N:8][C:7]=1[C:12]([F:15])([F:14])[F:13])=[O:5])[CH3:2].[C:16]([O:20][C:21]([O:23]C(OC(C)(C)C)=O)=[O:22])([CH3:19])([CH3:18])[CH3:17]. The catalyst is CN(C)C1C=CN=CC=1.ClCCl. The product is [CH2:1]([O:3][C:4]([C:6]1[S:10][C:9]([NH:11][O:23][C:21]([O:20][C:16]([CH3:19])([CH3:18])[CH3:17])=[O:22])=[N:8][C:7]=1[C:12]([F:14])([F:15])[F:13])=[O:5])[CH3:2]. The yield is 0.920. (4) The reactants are [CH3:1][O:2][C:3]([CH2:5]P(OC)(OC)=O)=[O:4].[Cl-].[Li+].N12CN=CC1CCCC2.[C:23]([O:27][C:28]([N:30]1[CH2:35][CH2:34][C:33]([CH:38]2[CH2:43][CH2:42][CH2:41][CH2:40][CH2:39]2)([CH:36]=O)[CH2:32][CH2:31]1)=[O:29])([CH3:26])([CH3:25])[CH3:24]. The catalyst is C(#N)C. The yield is 0.860. The product is [C:23]([O:27][C:28]([N:30]1[CH2:35][CH2:34][C:33]([CH:38]2[CH2:39][CH2:40][CH2:41][CH2:42][CH2:43]2)([CH:36]=[CH:5][C:3]([O:2][CH3:1])=[O:4])[CH2:32][CH2:31]1)=[O:29])([CH3:24])([CH3:25])[CH3:26]. (5) The reactants are Br[C:2]1[CH:3]=[C:4]([NH:10][C:11]2[CH:15]=[N:14][N:13]([CH:16]([F:18])[F:17])[N:12]=2)[C:5](=[O:9])[N:6]([CH3:8])[CH:7]=1.[C:19]([O:22][CH2:23][C:24]1[C:25]([N:39]2[N:48]=[CH:47][C:46]3[C:41](=[C:42]([F:53])[CH:43]=[C:44]([C:49]([CH3:52])([CH3:51])[CH3:50])[CH:45]=3)[C:40]2=[O:54])=[N:26][CH:27]=[CH:28][C:29]=1B1OC(C)(C)C(C)(C)O1)(=[O:21])[CH3:20]. No catalyst specified. The product is [C:19]([O:22][CH2:23][C:24]1[C:25]([N:39]2[N:48]=[CH:47][C:46]3[C:41](=[C:42]([F:53])[CH:43]=[C:44]([C:49]([CH3:51])([CH3:50])[CH3:52])[CH:45]=3)[C:40]2=[O:54])=[N:26][CH:27]=[CH:28][C:29]=1[C:2]1[CH:3]=[C:4]([NH:10][C:11]2[CH:15]=[N:14][N:13]([CH:16]([F:18])[F:17])[N:12]=2)[C:5](=[O:9])[N:6]([CH3:8])[CH:7]=1)(=[O:21])[CH3:20]. The yield is 0.320. (6) The reactants are COC(=O)C(NC1C=C([Cl:16])C=C(Cl)C=1OCC1C=CC=CC=1)=CC([O-])=O.C[O:28][C:29]([C:31]1[CH:40]=[C:39]([OH:41])[C:38]2[C:33](=[C:34]([OH:53])[C:35]([CH2:42][CH2:43][CH2:44][NH:45]C(OC(C)(C)C)=O)=[CH:36][CH:37]=2)[N:32]=1)=[O:30]. No catalyst specified. The product is [ClH:16].[OH:41][C:39]1[C:38]2[C:33](=[C:34]([OH:53])[C:35]([CH2:42][CH2:43][CH2:44][NH2:45])=[CH:36][CH:37]=2)[N:32]=[C:31]([C:29]([OH:30])=[O:28])[CH:40]=1. The yield is 0.950. (7) The reactants are [CH3:1][C:2]1[CH:7]=[C:6]([CH3:8])[N:5]=[C:4]([NH:9][C:10]2[CH:15]=[CH:14][C:13]([CH2:16][CH2:17][NH:18][C:19](=[O:27])OC3C=CC=CC=3)=[CH:12][CH:11]=2)[C:3]=1[N+:28]([O-:30])=[O:29].[CH3:31][C:32]1[CH:33]=[CH:34][C:35]([S:38]([NH2:41])(=[O:40])=[O:39])=[CH:36][CH:37]=1.[H-].[Na+].O. The catalyst is CN(C=O)C. The product is [CH3:1][C:2]1[CH:7]=[C:6]([CH3:8])[N:5]=[C:4]([NH:9][C:10]2[CH:15]=[CH:14][C:13]([CH2:16][CH2:17][NH:18][C:19]([NH:41][S:38]([C:35]3[CH:36]=[CH:37][C:32]([CH3:31])=[CH:33][CH:34]=3)(=[O:39])=[O:40])=[O:27])=[CH:12][CH:11]=2)[C:3]=1[N+:28]([O-:30])=[O:29]. The yield is 0.810. (8) The reactants are [CH:1]([C:3]1[CH:12]=[C:11]2[C:6]([CH2:7][CH2:8][N:9]([C:13]3[CH:20]=[CH:19][C:16]([C:17]#[N:18])=[CH:15][CH:14]=3)[CH2:10]2)=[CH:5][C:4]=1[O:21][CH3:22])=[O:2].S(=O)(=O)(O)[OH:24].C([O-])([O-])=O.[K+].[K+]. No catalyst specified. The product is [CH:1]([C:3]1[C:4]([O:21][CH3:22])=[CH:5][CH:6]=[C:7]2[C:12]=1[CH2:11][CH2:10][N:9]([C:13]1[CH:14]=[CH:15][C:16]([C:17]([NH2:18])=[O:24])=[CH:19][CH:20]=1)[CH2:8]2)=[O:2]. The yield is 0.397. (9) The reactants are [CH2:1]([O:5][Si:6]([C:9]([CH3:12])([CH3:11])[CH3:10])([CH3:8])[CH3:7])[CH:2]1[O:4][CH2:3]1.O.C(OCC1C=CC=CC=1)[C@@H]1OC1. The catalyst is CC(O)=O.C1COCC1. The product is [CH2:1]([O:5][Si:6]([C:9]([CH3:12])([CH3:11])[CH3:10])([CH3:7])[CH3:8])[C@H:2]1[O:4][CH2:3]1. The yield is 0.480.